Dataset: Forward reaction prediction with 1.9M reactions from USPTO patents (1976-2016). Task: Predict the product of the given reaction. (1) The product is: [CH:1]1([N:6]2[CH2:12][C:11]([F:14])([F:13])[C:10](=[O:15])[N:9]([CH3:16])[C:8]3[CH:17]=[N:18][C:19]([NH:21][C:22]4[C:30]([O:31][CH3:32])=[CH:29][C:25]([C:26]([NH:34][CH:35]5[CH2:40][CH2:39][N:38]([CH2:41][CH2:42][OH:43])[CH2:37][CH2:36]5)=[O:27])=[C:24]([F:33])[CH:23]=4)=[N:20][C:7]2=3)[CH2:5][CH2:4][CH2:3][CH2:2]1. Given the reactants [CH:1]1([N:6]2[CH2:12][C:11]([F:14])([F:13])[C:10](=[O:15])[N:9]([CH3:16])[C:8]3[CH:17]=[N:18][C:19]([NH:21][C:22]4[C:30]([O:31][CH3:32])=[CH:29][C:25]([C:26](O)=[O:27])=[C:24]([F:33])[CH:23]=4)=[N:20][C:7]2=3)[CH2:5][CH2:4][CH2:3][CH2:2]1.[NH2:34][CH:35]1[CH2:40][CH2:39][N:38]([CH2:41][CH2:42][OH:43])[CH2:37][CH2:36]1, predict the reaction product. (2) Given the reactants [NH2:1][C:2]1[N:3]=[C:4]([NH:17][CH:18]2[CH2:23][CH2:22][N:21]([C:24](=[O:32])C3C=CC(I)=CC=3)[CH2:20][CH2:19]2)[S:5][C:6]=1[C:7]([C:9]1[C:14]([F:15])=[CH:13][CH:12]=[CH:11][C:10]=1[F:16])=[O:8].NC1N=C(NC2CCNCC2)SC=1C(C1C(F)=CC=CC=1F)=[O:40].[Cl:56][C:57]1[CH:65]=[CH:64][C:60](C(Cl)=O)=[CH:59][CH:58]=1, predict the reaction product. The product is: [Cl:56][C:57]1[CH:65]=[CH:64][C:60]([O:32][C:24]([N:21]2[CH2:20][CH2:19][CH:18]([NH:17][C:4]3[S:5][C:6]([C:7](=[O:8])[C:9]4[C:14]([F:15])=[CH:13][CH:12]=[CH:11][C:10]=4[F:16])=[C:2]([NH2:1])[N:3]=3)[CH2:23][CH2:22]2)=[O:40])=[CH:59][CH:58]=1. (3) Given the reactants [OH:1][C:2]1[CH:3]=[C:4]([CH2:8][C:9]([OH:11])=O)[CH:5]=[CH:6][CH:7]=1.O.ON1C2C=CC=CC=2N=N1.Cl.CN(C)CCCN=C=NCC.[Cl:35][C:36]1[CH:37]=[C:38]([CH:40]=[CH:41][C:42]=1[Cl:43])[NH2:39], predict the reaction product. The product is: [Cl:35][C:36]1[CH:37]=[C:38]([NH:39][C:9](=[O:11])[CH2:8][C:4]2[CH:5]=[CH:6][CH:7]=[C:2]([OH:1])[CH:3]=2)[CH:40]=[CH:41][C:42]=1[Cl:43]. (4) Given the reactants C(Cl)(=O)C(Cl)=O.[C:7]1([CH3:25])[CH:12]=[CH:11][C:10]([C:13]2[O:14][C:15]3[C:16](=[C:18]([C:22](O)=[O:23])[CH:19]=[CH:20][CH:21]=3)[N:17]=2)=[CH:9][CH:8]=1.O.[NH3:27], predict the reaction product. The product is: [C:7]1([CH3:25])[CH:12]=[CH:11][C:10]([C:13]2[O:14][C:15]3[C:16](=[C:18]([C:22]([NH2:27])=[O:23])[CH:19]=[CH:20][CH:21]=3)[N:17]=2)=[CH:9][CH:8]=1. (5) Given the reactants [F:1][C:2]([F:18])([C:8]1[CH:13]=[CH:12][CH:11]=[C:10]([O:14][CH2:15][O:16][CH3:17])[CH:9]=1)[C:3]([O:5]CC)=[O:4].O.[OH-].[Li+].S(=O)(=O)(O)[O-].[K+], predict the reaction product. The product is: [F:1][C:2]([F:18])([C:8]1[CH:13]=[CH:12][CH:11]=[C:10]([O:14][CH2:15][O:16][CH3:17])[CH:9]=1)[C:3]([OH:5])=[O:4]. (6) Given the reactants [OH-].[K+].[CH3:3][O:4][CH2:5][O:6][C:7]1[CH:16]=[C:15]([O:17][CH2:18][O:19][CH3:20])[C:14]([CH:21]([CH3:23])[CH3:22])=[CH:13][C:8]=1[C:9]([O:11]C)=[O:10], predict the reaction product. The product is: [CH3:3][O:4][CH2:5][O:6][C:7]1[CH:16]=[C:15]([O:17][CH2:18][O:19][CH3:20])[C:14]([CH:21]([CH3:23])[CH3:22])=[CH:13][C:8]=1[C:9]([OH:11])=[O:10]. (7) Given the reactants ClC1C=CC(C([C:12]2[C:20]3[C:15](=[C:16]([CH2:22][S:23][CH3:24])[CH:17]=[C:18]([F:21])[CH:19]=3)[NH:14][CH:13]=2)CCO)=CC=1.[Cl:25][C:26]1[CH:31]=[CH:30][C:29]([CH:32]([C:34]2[CH:39]=[CH:38][C:37]([F:40])=[CH:36][CH:35]=2)O)=[C:28]([F:41])[CH:27]=1.FC1C=CC(C(C2C=CC(F)=CC=2)C2C3C(=C(CSC)C=CC=3)NC=2)=C(C)C=1, predict the reaction product. The product is: [Cl:25][C:26]1[CH:31]=[CH:30][C:29]([CH:32]([C:34]2[CH:39]=[CH:38][C:37]([F:40])=[CH:36][CH:35]=2)[C:12]2[C:20]3[C:15](=[C:16]([CH2:22][S:23][CH3:24])[CH:17]=[C:18]([F:21])[CH:19]=3)[NH:14][CH:13]=2)=[C:28]([F:41])[CH:27]=1. (8) Given the reactants [C:1]([NH:24][CH2:25][CH2:26][NH:27][P:28](=O)([O:48][C:49]1[CH:54]=[CH:53][CH:52]=[CH:51][CH:50]=1)[O:29]C[C@@H]1[C@@H](N=[N+]=[N-])C[C@@H](N2C=C(C)C(=O)NC2=O)O1)(=[O:23])[CH2:2][CH2:3]/[CH:4]=[CH:5]\[CH2:6]/[CH:7]=[CH:8]\[CH2:9]/[CH:10]=[CH:11]\[CH2:12]/[CH:13]=[CH:14]\[CH2:15]/[CH:16]=[CH:17]\[CH2:18]/[CH:19]=[CH:20]\[CH2:21][CH3:22].[CH2:56]1[S:60][C@H:59]([CH2:61][OH:62])[O:58][C@@H:57]1[N:63]1[C:68](=[O:69])[N:67]=[C:66]([NH2:70])[CH:65]=[CH:64]1, predict the reaction product. The product is: [C:1]([NH:24][CH2:25][CH2:26][NH:27][P:28](=[O:29])([O:48][C:49]1[CH:54]=[CH:53][CH:52]=[CH:51][CH:50]=1)[O:62][CH2:61][C@H:59]1[S:60][CH2:56][C@@H:57]([N:63]2[CH:64]=[CH:65][C:66]([NH2:70])=[N:67][C:68]2=[O:69])[O:58]1)(=[O:23])[CH2:2][CH2:3]/[CH:4]=[CH:5]\[CH2:6]/[CH:7]=[CH:8]\[CH2:9]/[CH:10]=[CH:11]\[CH2:12]/[CH:13]=[CH:14]\[CH2:15]/[CH:16]=[CH:17]\[CH2:18]/[CH:19]=[CH:20]\[CH2:21][CH3:22]. (9) Given the reactants [CH:1]1[C:13]2[CH:12]([CH2:14][O:15][C:16](=[O:37])[NH:17][C:18]3[CH:23]=[CH:22][C:21]([S:24][C:25]4[CH:30]=[CH:29][C:28]([C:31](Cl)=[O:32])=[CH:27][C:26]=4[N+:34]([O-])=O)=[CH:20][CH:19]=3)[C:11]3[C:6](=[CH:7][CH:8]=[CH:9][CH:10]=3)[C:5]=2[CH:4]=[CH:3][CH:2]=1.[F:38][C:39]1[CH:40]=[C:41]([NH2:45])[CH:42]=[CH:43][CH:44]=1.ClC1C=CC(N)=NC=1, predict the reaction product. The product is: [CH:1]1[C:13]2[CH:12]([CH2:14][O:15][C:16](=[O:37])[NH:17][C:18]3[CH:23]=[CH:22][C:21]([S:24][C:25]4[CH:30]=[CH:29][C:28]([C:31](=[O:32])[NH:45][C:41]5[CH:42]=[CH:43][CH:44]=[C:39]([F:38])[CH:40]=5)=[CH:27][C:26]=4[NH2:34])=[CH:20][CH:19]=3)[C:11]3[C:6](=[CH:7][CH:8]=[CH:9][CH:10]=3)[C:5]=2[CH:4]=[CH:3][CH:2]=1.